Predict the reactants needed to synthesize the given product. From a dataset of Full USPTO retrosynthesis dataset with 1.9M reactions from patents (1976-2016). (1) The reactants are: [OH:1][N:2]1[C:6](=[O:7])[C:5]2=[CH:8][CH:9]=[CH:10][CH:11]=[C:4]2[C:3]1=[O:12].[F:13][CH:14]([F:17])[CH2:15]O. Given the product [F:13][CH:14]([F:17])[CH2:15][O:1][N:2]1[C:3](=[O:12])[C:4]2[C:5](=[CH:8][CH:9]=[CH:10][CH:11]=2)[C:6]1=[O:7], predict the reactants needed to synthesize it. (2) The reactants are: Br[C:2]1[CH:3]=[C:4]([CH:36]=[CH:37][CH:38]=1)[CH2:5][N:6]1[C:10]2[CH:11]=[CH:12][CH:13]=[CH:14][C:9]=2[N:8]([CH2:15][CH2:16][CH2:17][O:18][C:19]2[CH:20]=[C:21]([CH:25]=[CH:26][CH:27]=2)[C:22]([OH:24])=[O:23])[C:7]1=[N:28][C:29]([O:31][C:32]([CH3:35])([CH3:34])[CH3:33])=[O:30].C1C=CC(P(C2C(C3C(P(C4C=CC=CC=4)C4C=CC=CC=4)=CC=C4C=3C=CC=C4)=C3C(C=CC=C3)=CC=2)C2C=CC=CC=2)=CC=1.[Cl:85][C:86]1[CH:91]=[CH:90][C:89]([C:92]2[CH2:97][CH2:96][C:95]([CH3:99])([CH3:98])[CH2:94][C:93]=2[CH2:100][N:101]2[CH2:106][CH2:105][NH:104][CH2:103][CH2:102]2)=[CH:88][CH:87]=1.C([O-])([O-])=O.[Cs+].[Cs+]. Given the product [C:32]([O:31][C:29]([N:28]=[C:7]1[N:8]([CH2:15][CH2:16][CH2:17][O:18][C:19]2[CH:20]=[C:21]([CH:25]=[CH:26][CH:27]=2)[C:22]([OH:24])=[O:23])[C:9]2[CH:14]=[CH:13][CH:12]=[CH:11][C:10]=2[N:6]1[CH2:5][C:4]1[CH:36]=[CH:37][CH:38]=[C:2]([N:104]2[CH2:103][CH2:102][N:101]([CH2:100][C:93]3[CH2:94][C:95]([CH3:99])([CH3:98])[CH2:96][CH2:97][C:92]=3[C:89]3[CH:90]=[CH:91][C:86]([Cl:85])=[CH:87][CH:88]=3)[CH2:106][CH2:105]2)[CH:3]=1)=[O:30])([CH3:34])([CH3:35])[CH3:33], predict the reactants needed to synthesize it. (3) Given the product [Cl:1][C:2]1[CH:3]=[N:4][C:5]2[N:6]([N:8]=[C:9]([C:11]([N:22]3[CH2:21][CH2:20][N:19]4[C:15]([CH3:14])=[N:16][N:17]=[C:18]4[CH2:23]3)=[O:13])[CH:10]=2)[CH:7]=1, predict the reactants needed to synthesize it. The reactants are: [Cl:1][C:2]1[CH:3]=[N:4][C:5]2[N:6]([N:8]=[C:9]([C:11]([OH:13])=O)[CH:10]=2)[CH:7]=1.[CH3:14][C:15]1[N:19]2[CH2:20][CH2:21][NH:22][CH2:23][C:18]2=[N:17][N:16]=1. (4) Given the product [CH2:6]([NH:5][O:4][CH2:2][CH3:3])[C:7]1[CH:12]=[CH:11][CH:10]=[CH:9][CH:8]=1, predict the reactants needed to synthesize it. The reactants are: Cl.[CH2:2]([O:4][NH2:5])[CH3:3].[CH:6](=O)[C:7]1[CH:12]=[CH:11][CH:10]=[CH:9][CH:8]=1. (5) Given the product [CH:1]1([C:4]2[CH:8]=[C:7]([S:9][CH2:22][CH:23]3[CH2:28][CH2:27][N:26]([C:29]([O:31][C:32]([CH3:33])([CH3:35])[CH3:34])=[O:30])[CH2:25][CH2:24]3)[N:6]([CH3:10])[N:5]=2)[CH2:3][CH2:2]1, predict the reactants needed to synthesize it. The reactants are: [CH:1]1([C:4]2[CH:8]=[C:7]([SH:9])[N:6]([CH3:10])[N:5]=2)[CH2:3][CH2:2]1.S(O[CH2:22][CH:23]1[CH2:28][CH2:27][N:26]([C:29]([O:31][C:32]([CH3:35])([CH3:34])[CH3:33])=[O:30])[CH2:25][CH2:24]1)(C1C=CC(C)=CC=1)(=O)=O.C([O-])([O-])=O.[Cs+].[Cs+]. (6) Given the product [Br:8][C:9]1[CH:10]=[C:11]([CH:15]=[C:16]([I:18])[CH:17]=1)[C:12]([NH:19][C:20]1[CH:25]=[CH:24][C:23]([CH2:26][CH3:27])=[CH:22][C:21]=1[CH2:28][C:29]([O:31][C:32]([CH3:33])([CH3:35])[CH3:34])=[O:30])=[O:14], predict the reactants needed to synthesize it. The reactants are: C(N(CC)CC)C.[Br:8][C:9]1[CH:10]=[C:11]([CH:15]=[C:16]([I:18])[CH:17]=1)[C:12]([OH:14])=O.[NH2:19][C:20]1[CH:25]=[CH:24][C:23]([CH2:26][CH3:27])=[CH:22][C:21]=1[CH2:28][C:29]([O:31][C:32]([CH3:35])([CH3:34])[CH3:33])=[O:30].CN(C(ON1N=NC2C=CC=NC1=2)=[N+](C)C)C.F[P-](F)(F)(F)(F)F.